From a dataset of Full USPTO retrosynthesis dataset with 1.9M reactions from patents (1976-2016). Predict the reactants needed to synthesize the given product. (1) Given the product [F:22][C:18]1[CH:17]=[C:16]([CH:21]=[CH:20][CH:19]=1)[CH2:15][S:14][C:11]1[CH:12]=[CH:13][C:8]([NH:7][C:5](=[O:6])[CH2:4][C:3]([NH2:25])=[O:2])=[CH:9][CH:10]=1, predict the reactants needed to synthesize it. The reactants are: C[O:2][C:3](=O)[CH2:4][C:5]([NH:7][C:8]1[CH:13]=[CH:12][C:11]([S:14][CH2:15][C:16]2[CH:21]=[CH:20][CH:19]=[C:18]([F:22])[CH:17]=2)=[CH:10][CH:9]=1)=[O:6].[OH-].[NH4+:25]. (2) Given the product [CH:1]1([CH:7]([NH:21][C:22]2[CH:23]=[CH:24][C:25]([C:28]([NH:30][CH2:31][CH2:32][C:33]([OH:35])=[O:34])=[O:29])=[CH:26][CH:27]=2)[C:8]2[O:9][C:10]3[CH:19]=[CH:18][C:17]([F:20])=[CH:16][C:11]=3[C:12]=2[CH2:13][O:14][CH3:15])[CH2:6][CH2:5][CH2:4][CH2:3][CH2:2]1, predict the reactants needed to synthesize it. The reactants are: [CH:1]1([CH:7]([NH:21][C:22]2[CH:27]=[CH:26][C:25]([C:28]([NH:30][CH2:31][CH2:32][C:33]([O:35]CC)=[O:34])=[O:29])=[CH:24][CH:23]=2)[C:8]2[O:9][C:10]3[CH:19]=[CH:18][C:17]([F:20])=[CH:16][C:11]=3[C:12]=2[CH2:13][O:14][CH3:15])[CH2:6][CH2:5][CH2:4][CH2:3][CH2:2]1.O1CCCC1.[OH-].[Na+]. (3) Given the product [CH2:1]([N:3]1[C:12]2[C:7](=[CH:8][CH:9]=[C:10]([O:23][CH2:24][C:25]3[CH:26]=[CH:27][C:28]([O:31][CH3:32])=[CH:29][CH:30]=3)[C:11]=2[O:13][CH2:14][C:15]2[CH:16]=[CH:17][C:18]([O:21][CH3:22])=[CH:19][CH:20]=2)[C:6](=[O:33])[C:5]([CH:34]=[O:35])=[CH:4]1)[CH3:2], predict the reactants needed to synthesize it. The reactants are: [CH2:1]([N:3]1[C:12]2[C:7](=[CH:8][CH:9]=[C:10]([O:23][CH2:24][C:25]3[CH:30]=[CH:29][C:28]([O:31][CH3:32])=[CH:27][CH:26]=3)[C:11]=2[O:13][CH2:14][C:15]2[CH:20]=[CH:19][C:18]([O:21][CH3:22])=[CH:17][CH:16]=2)[C:6](=[O:33])[C:5]([CH2:34][OH:35])=[CH:4]1)[CH3:2]. (4) The reactants are: [NH2:1][C:2]1[C:19]([NH:20][CH:21]([C:30]2[CH:35]=[CH:34][C:33]([O:36][CH3:37])=[CH:32][CH:31]=2)[C:22]2[CH:27]=[CH:26][C:25]([O:28][CH3:29])=[CH:24][CH:23]=2)=[CH:18][CH:17]=[CH:16][C:3]=1[O:4][C:5]1[CH:14]=[C:13]([F:15])[CH:12]=[CH:11][C:6]=1[C:7]([O:9][CH3:10])=[O:8].C(N(C(C)C)C(C)C)C.[C:47](Cl)(Cl)=[O:48]. Given the product [CH3:37][O:36][C:33]1[CH:32]=[CH:31][C:30]([CH:21]([C:22]2[CH:27]=[CH:26][C:25]([O:28][CH3:29])=[CH:24][CH:23]=2)[N:20]2[C:19]3[CH:18]=[CH:17][CH:16]=[C:3]([O:4][C:5]4[CH:14]=[C:13]([F:15])[CH:12]=[CH:11][C:6]=4[C:7]([O:9][CH3:10])=[O:8])[C:2]=3[NH:1][C:47]2=[O:48])=[CH:35][CH:34]=1, predict the reactants needed to synthesize it. (5) Given the product [CH3:35][N:36]([CH3:42])[C@H:37]1[CH2:41][CH2:40][N:39]([C:6]2[C:7]([C:22]3[CH:27]=[CH:26][CH:25]=[CH:24][CH:23]=3)=[C:8]([CH3:21])[C:9]([C:19]#[N:20])=[C:10]3[C:14]=2[O:13][C:12]([C:15]([F:18])([CH3:17])[CH3:16])=[N:11]3)[CH2:38]1, predict the reactants needed to synthesize it. The reactants are: CS(C)=O.F[C:6]1[C:7]([C:22]2[CH:27]=[CH:26][CH:25]=[CH:24][CH:23]=2)=[C:8]([CH3:21])[C:9]([C:19]#[N:20])=[C:10]2[C:14]=1[O:13][C:12]([C:15]([F:18])([CH3:17])[CH3:16])=[N:11]2.C(N(CC)CC)C.[CH3:35][N:36]([CH3:42])[C@H:37]1[CH2:41][CH2:40][NH:39][CH2:38]1. (6) Given the product [F:38][CH:39]1[CH2:42][N:41]([C:20]([C:13]2[CH:14]=[CH:15][C:16]3[C:17]4[N:18]=[CH:19][C:7]([C:6]5[N:5]([CH3:36])[N:4]=[N:3][C:2]=5[CH3:1])=[CH:8][C:9]=4[N:10]([C@@H:23]([CH:30]4[CH2:35][CH2:34][O:33][CH2:32][CH2:31]4)[C:24]4[CH:25]=[CH:26][CH:27]=[CH:28][CH:29]=4)[C:11]=3[CH:12]=2)=[O:22])[CH2:40]1, predict the reactants needed to synthesize it. The reactants are: [CH3:1][C:2]1[N:3]=[N:4][N:5]([CH3:36])[C:6]=1[C:7]1[CH:19]=[N:18][C:17]2[C:16]3[CH:15]=[CH:14][C:13]([C:20]([OH:22])=O)=[CH:12][C:11]=3[N:10]([C@@H:23]([CH:30]3[CH2:35][CH2:34][O:33][CH2:32][CH2:31]3)[C:24]3[CH:29]=[CH:28][CH:27]=[CH:26][CH:25]=3)[C:9]=2[CH:8]=1.Cl.[F:38][CH:39]1[CH2:42][NH:41][CH2:40]1.CCN(C(C)C)C(C)C.CN(C(ON1N=NC2C=CC=NC1=2)=[N+](C)C)C.F[P-](F)(F)(F)(F)F. (7) Given the product [ClH:43].[NH2:8][CH2:9][C:10]([O:12][C:13]1[CH:18]=[C:17]([NH:19][C:20]([NH:22][CH2:23][C:24]2[CH:25]=[C:26]3[C:30](=[CH:31][CH:32]=2)[C:29](=[O:33])[N:28]([CH:34]2[CH2:39][CH2:38][C:37](=[O:40])[NH:36][C:35]2=[O:41])[CH2:27]3)=[O:21])[CH:16]=[CH:15][C:14]=1[CH3:42])=[O:11], predict the reactants needed to synthesize it. The reactants are: C(OC([NH:8][CH2:9][C:10]([O:12][C:13]1[CH:18]=[C:17]([NH:19][C:20]([NH:22][CH2:23][C:24]2[CH:25]=[C:26]3[C:30](=[CH:31][CH:32]=2)[C:29](=[O:33])[N:28]([CH:34]2[CH2:39][CH2:38][C:37](=[O:40])[NH:36][C:35]2=[O:41])[CH2:27]3)=[O:21])[CH:16]=[CH:15][C:14]=1[CH3:42])=[O:11])=O)(C)(C)C.[ClH:43]. (8) Given the product [Si:39]([O:20][C:15]1[CH:16]=[CH:17][C:18]2[CH2:19][C@H:6]3[N:5]([CH2:4][CH:1]4[CH2:2][CH2:3]4)[CH2:23][CH2:22][C@:12]45[C:13]=2[C:14]=1[O:21][C@H:11]4[CH:10]([CH:24]1[O:25][CH2:26][CH2:27][O:28]1)[CH2:9][CH2:8][C@@:7]35[OH:29])([C:35]([CH3:38])([CH3:37])[CH3:36])([CH3:42])[CH3:41], predict the reactants needed to synthesize it. The reactants are: [CH:1]1([CH2:4][N:5]2[CH2:23][CH2:22][C@:12]34[C:13]5[C:14]6[O:21][C@H:11]3[CH:10]([CH:24]3[O:28][CH2:27][CH2:26][O:25]3)[CH2:9][CH2:8][C@@:7]4([OH:29])[C@H:6]2[CH2:19][C:18]=5[CH:17]=[CH:16][C:15]=6[OH:20])[CH2:3][CH2:2]1.N1C=CN=C1.[C:35]([Si:39]([CH3:42])([CH3:41])Cl)([CH3:38])([CH3:37])[CH3:36].O. (9) Given the product [I:4][C:5]1[CH:6]=[CH:7][C:8]([CH:11]2[C:20]3[C:15](=[CH:16][C:17]([O:21][CH3:22])=[CH:18][CH:19]=3)[CH2:14][CH2:13][NH:12]2)=[CH:9][CH:10]=1, predict the reactants needed to synthesize it. The reactants are: [BH4-].[Na+].Cl.[I:4][C:5]1[CH:10]=[CH:9][C:8]([C:11]2[C:20]3[C:15](=[CH:16][C:17]([O:21][CH3:22])=[CH:18][CH:19]=3)[CH2:14][CH2:13][N:12]=2)=[CH:7][CH:6]=1. (10) Given the product [Cl:15][C:16]1[C:24]([C:25]([OH:27])=[O:26])=[CH:23][C:22]([CH2:29][CH:30]([CH3:32])[CH3:31])=[C:21]2[C:17]=1[CH:18]=[CH:19][NH:20]2, predict the reactants needed to synthesize it. The reactants are: ClC1C(C(O)=O)=CC(C)=C2C=1C=CN2.[Cl:15][C:16]1[C:24]([C:25]([O:27]C)=[O:26])=[CH:23][C:22]([CH2:29][CH:30]([CH3:32])[CH3:31])=[C:21]2[C:17]=1[CH:18]=[CH:19][NH:20]2.